This data is from Full USPTO retrosynthesis dataset with 1.9M reactions from patents (1976-2016). The task is: Predict the reactants needed to synthesize the given product. The reactants are: [CH3:1][O:2][C:3]([NH:5][CH:6]([CH3:46])[CH2:7][O:8][C@@H:9]([C:39]1[CH:44]=[CH:43][CH:42]=[C:41]([Cl:45])[CH:40]=1)[C@@H:10]1[CH2:15][CH2:14][CH2:13][N:12]([C:16]([NH:18][C@@H:19]([CH2:32][CH:33]2[CH2:38][CH2:37][CH2:36][CH2:35][CH2:34]2)[CH2:20][N:21](C)[C:22](=O)OCC[Si](C)(C)C)=[O:17])[CH2:11]1)=[O:4].[C:47]([OH:53])([C:49]([F:52])([F:51])[F:50])=[O:48]. Given the product [C:47]([OH:53])([C:49]([F:52])([F:51])[F:50])=[O:48].[Cl:45][C:41]1[CH:40]=[C:39]([C@@H:9]([C@@H:10]2[CH2:15][CH2:14][CH2:13][N:12]([C:16](=[O:17])[NH:18][C@H:19]([CH2:20][NH:21][CH3:22])[CH2:32][CH:33]3[CH2:34][CH2:35][CH2:36][CH2:37][CH2:38]3)[CH2:11]2)[O:8][CH2:7][CH:6]([NH:5][C:3](=[O:4])[O:2][CH3:1])[CH3:46])[CH:44]=[CH:43][CH:42]=1, predict the reactants needed to synthesize it.